This data is from Peptide-MHC class II binding affinity with 134,281 pairs from IEDB. The task is: Regression. Given a peptide amino acid sequence and an MHC pseudo amino acid sequence, predict their binding affinity value. This is MHC class II binding data. (1) The peptide sequence is AIADKLDKSYFTNAA. The MHC is DRB1_0101 with pseudo-sequence DRB1_0101. The binding affinity (normalized) is 0.436. (2) The peptide sequence is TFFQEVPHVIEEVMN. The MHC is DRB1_0101 with pseudo-sequence DRB1_0101. The binding affinity (normalized) is 0.393.